The task is: Predict the reactants needed to synthesize the given product.. This data is from Full USPTO retrosynthesis dataset with 1.9M reactions from patents (1976-2016). Given the product [CH3:27][O:26][C:14]1[C:13]([O:31][CH2:1][N:2]2[CH2:3][CH2:4][CH:5]([CH3:8])[CH2:6][CH2:7]2)=[CH:18][C:17]([NH:19][C:20](=[O:22])[CH3:21])=[C:16]([N+:23]([O-:25])=[O:24])[CH:15]=1, predict the reactants needed to synthesize it. The reactants are: [CH3:1][N:2]1[CH2:7][CH2:6][CH:5]([CH2:8]O)[CH2:4][CH2:3]1.[H-].[Na+].F[C:13]1[C:14]([O:26][CH3:27])=[CH:15][C:16]([N+:23]([O-:25])=[O:24])=[C:17]([NH:19][C:20](=[O:22])[CH3:21])[CH:18]=1.C1C[O:31]CC1.